Dataset: Reaction yield outcomes from USPTO patents with 853,638 reactions. Task: Predict the reaction yield, written as a fraction of the theoretical maximum amount of product (1.0 means a 100% yield; for example, 0.34 means a 34% yield). (1) The reactants are [Br:1][C:2]1[CH:6]=[N:5][N:4]([CH3:7])[C:3]=1[C:8]1[CH:9]=[C:10]([NH2:16])[CH:11]=[CH:12][C:13]=1[O:14][CH3:15].[C:17]([C:19]1[CH:20]=[C:21]([N:25]=[C:26]=[O:27])[CH:22]=[CH:23][CH:24]=1)#[N:18]. The catalyst is C(Cl)Cl. The product is [Br:1][C:2]1[CH:6]=[N:5][N:4]([CH3:7])[C:3]=1[C:8]1[CH:9]=[C:10]([NH:16][C:26]([NH:25][C:21]2[CH:22]=[CH:23][CH:24]=[C:19]([C:17]#[N:18])[CH:20]=2)=[O:27])[CH:11]=[CH:12][C:13]=1[O:14][CH3:15]. The yield is 0.580. (2) The reactants are [Cl:1][C:2]1[CH:9]=[C:8]([O:10][CH2:11][CH2:12][O:13][CH3:14])[CH:7]=[C:6]([F:15])[C:3]=1[CH2:4][OH:5].[C:16]([O:20][C:21]([N:23]1[CH2:28][CH2:27][N:26]([C:29](Cl)=[O:30])[C@H:25]([CH2:32][CH3:33])[CH2:24]1)=[O:22])([CH3:19])([CH3:18])[CH3:17]. No catalyst specified. The product is [Cl:1][C:2]1[CH:9]=[C:8]([O:10][CH2:11][CH2:12][O:13][CH3:14])[CH:7]=[C:6]([F:15])[C:3]=1[CH2:4][O:5][C:29]([N:26]1[CH2:27][CH2:28][N:23]([C:21]([O:20][C:16]([CH3:18])([CH3:17])[CH3:19])=[O:22])[CH2:24][C@H:25]1[CH2:32][CH3:33])=[O:30]. The yield is 0.890. (3) The catalyst is CO. The product is [Cl:12][C:11]1[C:6]([C:4]([OH:5])=[O:3])=[CH:7][N:8]([CH3:14])[C:9](=[O:13])[CH:10]=1. The yield is 0.910. The reactants are C([O:3][C:4]([C:6]1[C:11]([Cl:12])=[CH:10][C:9](=[O:13])[N:8]([CH3:14])[CH:7]=1)=[O:5])C.C1COCC1.[Li+].[OH-].Cl. (4) The reactants are C(OC(=O)[NH:10][CH2:11][CH2:12][C:13]1[N:17]2[C:18](=[O:30])[C:19]3[NH:20][CH:21]=[N:22][C:23]=3[N:24]([CH2:25][CH2:26][CH2:27][CH2:28][CH3:29])[C:16]2=[N:15][N:14]=1)C1C=CC=CC=1. The catalyst is CO.[Pd]. The product is [NH2:10][CH2:11][CH2:12][C:13]1[N:17]2[C:18](=[O:30])[C:19]3[NH:20][CH:21]=[N:22][C:23]=3[N:24]([CH2:25][CH2:26][CH2:27][CH2:28][CH3:29])[C:16]2=[N:15][N:14]=1. The yield is 0.900. (5) The reactants are [CH2:1]([O:8][C:9]([N:11]1[CH2:15][CH2:14][CH2:13][C@H:12]1[C:16](=O)[CH2:17]Br)=[O:10])[C:2]1[CH:7]=[CH:6][CH:5]=[CH:4][CH:3]=1.[NH2:20][C:21]1[C:26]([Br:27])=[C:25]([CH3:28])[CH:24]=[CH:23][N:22]=1. No catalyst specified. The product is [CH2:1]([O:8][C:9]([N:11]1[CH2:15][CH2:14][CH2:13][C@H:12]1[C:16]1[N:20]=[C:21]2[C:26]([Br:27])=[C:25]([CH3:28])[CH:24]=[CH:23][N:22]2[CH:17]=1)=[O:10])[C:2]1[CH:3]=[CH:4][CH:5]=[CH:6][CH:7]=1. The yield is 0.470.